From a dataset of Reaction yield outcomes from USPTO patents with 853,638 reactions. Predict the reaction yield, written as a fraction of the theoretical maximum amount of product (1.0 means a 100% yield; for example, 0.34 means a 34% yield). (1) The reactants are [NH2:1][C:2]1[CH:10]=[C:6]([C:7]([OH:9])=[O:8])[C:5]([OH:11])=[CH:4][CH:3]=1.[F:12][C:13]1[CH:20]=[CH:19][C:16]([CH2:17]Br)=[CH:15][CH:14]=1. No catalyst specified. The product is [F:12][C:13]1[CH:20]=[CH:19][C:16]([CH2:17][NH:1][C:2]2[CH:10]=[C:6]([C:7]([OH:9])=[O:8])[C:5]([OH:11])=[CH:4][CH:3]=2)=[CH:15][CH:14]=1. The yield is 0.440. (2) The reactants are [CH:1]1([N:6]2[C:10]3[N:11]=[C:12]([NH:15][C:16]4[CH:24]=[CH:23][C:19]([C:20](O)=[O:21])=[CH:18][N:17]=4)[N:13]=[CH:14][C:9]=3[CH:8]=[C:7]2[C:25](=[O:29])[N:26]([CH3:28])[CH3:27])[CH2:5][CH2:4][CH2:3][CH2:2]1.[CH3:30][N:31]([CH3:38])[CH:32]1[CH2:37][CH2:36][NH:35][CH2:34][CH2:33]1.CN(C(ON1N=NC2C=CC=CC1=2)=[N+](C)C)C.F[P-](F)(F)(F)(F)F.CCN(C(C)C)C(C)C. The yield is 0.460. The catalyst is CN(C=O)C. The product is [CH3:27][N:26]([CH3:28])[C:25]([C:7]1[N:6]([CH:1]2[CH2:2][CH2:3][CH2:4][CH2:5]2)[C:10]2[N:11]=[C:12]([NH:15][C:16]3[CH:24]=[CH:23][C:19]([C:20]([N:35]4[CH2:36][CH2:37][CH:32]([N:31]([CH3:38])[CH3:30])[CH2:33][CH2:34]4)=[O:21])=[CH:18][N:17]=3)[N:13]=[CH:14][C:9]=2[CH:8]=1)=[O:29].